Task: Predict the reactants needed to synthesize the given product.. Dataset: Full USPTO retrosynthesis dataset with 1.9M reactions from patents (1976-2016) (1) Given the product [Cl:1][C:2]1[CH:10]=[C:9]2[C:5](/[C:6](=[CH:17]/[C:16]3[CH:19]=[CH:20][CH:21]=[C:14]([Cl:13])[CH:15]=3)/[C:7](=[O:11])[NH:8]2)=[CH:4][C:3]=1[F:12], predict the reactants needed to synthesize it. The reactants are: [Cl:1][C:2]1[CH:10]=[C:9]2[C:5]([CH2:6][C:7](=[O:11])[NH:8]2)=[CH:4][C:3]=1[F:12].[Cl:13][C:14]1[CH:15]=[C:16]([CH:19]=[CH:20][CH:21]=1)[CH:17]=O.N1CCCC1. (2) Given the product [Cl:1][C:2]1[CH:3]=[CH:4][C:5]([O:18][CH2:19][CH:20]([CH3:22])[CH3:21])=[C:6]([CH2:8][C:9]2[N:14]=[C:13]([C:15]#[N:17])[CH:12]=[CH:11][CH:10]=2)[CH:7]=1, predict the reactants needed to synthesize it. The reactants are: [Cl:1][C:2]1[CH:3]=[CH:4][C:5]([O:18][CH2:19][CH:20]([CH3:22])[CH3:21])=[C:6]([CH2:8][C:9]2[N:14]=[C:13]([C:15]([NH2:17])=O)[CH:12]=[CH:11][CH:10]=2)[CH:7]=1.[OH-].[Na+]. (3) Given the product [CH3:19][S:20]([O:1][CH:2]1[CH2:5][N:4]([C:6]2[S:7][CH:8]=[C:9]([C:11]([N:13]3[CH2:16][CH:15]([O:17][CH3:18])[CH2:14]3)=[O:12])[N:10]=2)[CH2:3]1)(=[O:22])=[O:21], predict the reactants needed to synthesize it. The reactants are: [OH:1][CH:2]1[CH2:5][N:4]([C:6]2[S:7][CH:8]=[C:9]([C:11]([N:13]3[CH2:16][CH:15]([O:17][CH3:18])[CH2:14]3)=[O:12])[N:10]=2)[CH2:3]1.[CH3:19][S:20](Cl)(=[O:22])=[O:21].C(N(CC)CC)C. (4) Given the product [NH2:33][C:2]1[C:3]2[CH:10]=[CH:9][N:8]([C@H:11]3[C@@H:15]4[O:16][C:17]([CH3:20])([CH3:19])[O:18][C@@H:14]4[C@@H:13]([C@:21]([C:24]4[CH:29]=[CH:28][C:27]([F:30])=[C:26]([F:31])[CH:25]=4)([OH:23])[CH3:22])[O:12]3)[C:4]=2[N:5]=[CH:6][N:7]=1, predict the reactants needed to synthesize it. The reactants are: Cl[C:2]1[C:3]2[CH:10]=[CH:9][N:8]([C@H:11]3[C@@H:15]4[O:16][C:17]([CH3:20])([CH3:19])[O:18][C@@H:14]4[C@@H:13]([C@:21]([C:24]4[CH:29]=[CH:28][C:27]([F:30])=[C:26]([F:31])[CH:25]=4)([OH:23])[CH3:22])[O:12]3)[C:4]=2[N:5]=[CH:6][N:7]=1.[OH-].[NH4+:33]. (5) Given the product [F:17][C:6]1[CH:7]=[CH:2][CH:3]=[CH:4][C:5]=1[C:8]1[CH:9]=[N:10][N:11]2[CH2:16][CH2:15][NH:14][CH2:13][C:12]=12, predict the reactants needed to synthesize it. The reactants are: F[C:2]1[CH:7]=[CH:6][C:5]([C:8]2[CH:9]=[N:10][N:11]3[CH2:16][CH2:15][NH:14][CH2:13][C:12]=23)=[CH:4][CH:3]=1.[F:17]C1C=CC=CC=1B(O)O. (6) Given the product [C:10]([C:14]1[CH:15]=[C:16]([NH:20][C:21]([C:22]2[CH:27]=[CH:26][C:25]([N:28]3[CH2:33][CH2:32][N:31]([C:6](=[O:8])[CH2:7][C:2]([CH3:9])([CH3:1])[C:3]([OH:5])=[O:4])[CH2:30][CH2:29]3)=[CH:24][CH:23]=2)=[O:34])[CH:17]=[CH:18][CH:19]=1)([CH3:13])([CH3:11])[CH3:12], predict the reactants needed to synthesize it. The reactants are: [CH3:1][C:2]1([CH3:9])[CH2:7][C:6](=[O:8])[O:5][C:3]1=[O:4].[C:10]([C:14]1[CH:15]=[C:16]([NH:20][C:21](=[O:34])[C:22]2[CH:27]=[CH:26][C:25]([N:28]3[CH2:33][CH2:32][NH:31][CH2:30][CH2:29]3)=[CH:24][CH:23]=2)[CH:17]=[CH:18][CH:19]=1)([CH3:13])([CH3:12])[CH3:11]. (7) Given the product [CH3:1][C:2]1[N:3]2[C:4]([C:12](=[O:14])[NH:28][CH:27]=[N:26]2)=[C:5]([CH:7]2[CH2:11][CH2:10][CH2:9][O:8]2)[N:6]=1, predict the reactants needed to synthesize it. The reactants are: [CH3:1][C:2]1[NH:3][C:4]([C:12]([O:14]CC)=O)=[C:5]([CH:7]2[CH2:11][CH2:10][CH2:9][O:8]2)[N:6]=1.O1CCCC1C(Cl)=O.N[N:26]1C(C(OCC)=O)=C(C2CCCO2)[N:28]=[C:27]1C.